From a dataset of Catalyst prediction with 721,799 reactions and 888 catalyst types from USPTO. Predict which catalyst facilitates the given reaction. Reactant: [C:1]([O:5][C:6]([N:8]1[CH2:13][CH2:12][N:11]([C:14]([C:16]2[C:17]3[C:31](/[CH:32]=[CH:33]/[C:34]4[CH:39]=[CH:38][CH:37]=[CH:36][CH:35]=4)=[N:30][N:29]([CH:40]4[CH2:45][CH2:44][CH2:43][CH2:42][O:41]4)[C:18]=3[N:19]=[C:20]([C:22]3[CH:27]=[CH:26][C:25]([OH:28])=[CH:24][CH:23]=3)[CH:21]=2)=[O:15])[CH2:10][CH2:9]1)=[O:7])([CH3:4])([CH3:3])[CH3:2]. Product: [C:1]([O:5][C:6]([N:8]1[CH2:9][CH2:10][N:11]([C:14]([C:16]2[C:17]3[C:31]([CH2:32][CH2:33][C:34]4[CH:39]=[CH:38][CH:37]=[CH:36][CH:35]=4)=[N:30][N:29]([CH:40]4[CH2:45][CH2:44][CH2:43][CH2:42][O:41]4)[C:18]=3[N:19]=[C:20]([C:22]3[CH:23]=[CH:24][C:25]([OH:28])=[CH:26][CH:27]=3)[CH:21]=2)=[O:15])[CH2:12][CH2:13]1)=[O:7])([CH3:4])([CH3:2])[CH3:3]. The catalyst class is: 19.